This data is from Forward reaction prediction with 1.9M reactions from USPTO patents (1976-2016). The task is: Predict the product of the given reaction. (1) Given the reactants [NH2:1][C:2]1[CH:6]=[C:5]([C:7]2[CH:12]=[CH:11][C:10]([O:13][C:14]([F:17])([F:16])[F:15])=[CH:9][CH:8]=2)[S:4][C:3]=1[C:18]([O:20]C)=[O:19].[OH-].[Li+].Cl, predict the reaction product. The product is: [NH2:1][C:2]1[CH:6]=[C:5]([C:7]2[CH:8]=[CH:9][C:10]([O:13][C:14]([F:17])([F:15])[F:16])=[CH:11][CH:12]=2)[S:4][C:3]=1[C:18]([OH:20])=[O:19]. (2) Given the reactants CCN(C(C)C)C(C)C.[C:10]([O:14][C:15]([NH:17][C@@H:18]([CH2:22][CH:23]=[CH2:24])[C:19]([OH:21])=O)=[O:16])([CH3:13])([CH3:12])[CH3:11].Cl.[CH:26]([C@H:28]1[CH2:33][CH2:32][CH2:31][CH2:30][NH:29]1)=[CH2:27].C(Cl)CCl.C1C=CC2N(O)N=NC=2C=1, predict the reaction product. The product is: [O:21]=[C:19]([N:29]1[CH2:30][CH2:31][CH2:32][CH2:33][C@@H:28]1[CH:26]=[CH2:27])[C@@H:18]([NH:17][C:15](=[O:16])[O:14][C:10]([CH3:11])([CH3:12])[CH3:13])[CH2:22][CH:23]=[CH2:24].